This data is from Full USPTO retrosynthesis dataset with 1.9M reactions from patents (1976-2016). The task is: Predict the reactants needed to synthesize the given product. (1) Given the product [NH2:11][C@@H:12]([CH2:18][CH2:19][C:20](=[O:37])[N:21]1[CH2:22][CH2:23][C:24]2([CH2:28][N:27]([C:29]3[CH:34]=[CH:33][N:32]=[CH:31][CH:30]=3)[CH2:26][CH2:25]2)[CH2:35][CH2:36]1)[C:13]([O:15][CH2:16][CH3:17])=[O:14], predict the reactants needed to synthesize it. The reactants are: C(OC([NH:11][C@@H:12]([CH2:18][CH2:19][C:20](=[O:37])[N:21]1[CH2:36][CH2:35][C:24]2([CH2:28][N:27]([C:29]3[CH:34]=[CH:33][N:32]=[CH:31][CH:30]=3)[CH2:26][CH2:25]2)[CH2:23][CH2:22]1)[C:13]([O:15][CH2:16][CH3:17])=[O:14])=O)C1C=CC=CC=1. (2) Given the product [Cl:1][C:2]1[CH:3]=[C:4]([C@@H:8]2[C@@H:13]([C:14]3[CH:15]=[CH:16][C:17]([Cl:20])=[CH:18][CH:19]=3)[N:12]([C@@H:21]([CH2:31][CH3:32])[CH2:22][N:23]([CH3:30])[S:24]([CH:27]3[CH2:28][CH2:29]3)(=[O:25])=[O:26])[C:11](=[O:33])[C@:10]([CH2:35][C:36]([O:38][CH3:39])=[O:37])([CH3:34])[CH2:9]2)[CH:5]=[CH:6][CH:7]=1, predict the reactants needed to synthesize it. The reactants are: [Cl:1][C:2]1[CH:3]=[C:4]([C@@H:8]2[C@@H:13]([C:14]3[CH:19]=[CH:18][C:17]([Cl:20])=[CH:16][CH:15]=3)[N:12]([C@@H:21]([CH2:31][CH3:32])[CH2:22][N:23]([CH3:30])[S:24]([CH:27]3[CH2:29][CH2:28]3)(=[O:26])=[O:25])[C:11](=[O:33])[C@:10]([CH2:35][C:36]([OH:38])=[O:37])([CH3:34])[CH2:9]2)[CH:5]=[CH:6][CH:7]=1.[CH3:39][Si](C=[N+]=[N-])(C)C.C(OCC)C. (3) Given the product [C:15]([OH:59])(=[O:14])/[CH:16]=[CH:17]\[C:19]([OH:21])=[O:22].[N:8]1[C:9]2[C:4](=[CH:3][C:2]([CH:12]3[C:48]4[C:53](=[CH:52][CH:51]=[CH:50][CH:49]=4)[CH2:55][N:56]([CH3:57])[CH2:58]3)=[CH:11][CH:10]=2)[N:5]=[CH:6][CH:7]=1, predict the reactants needed to synthesize it. The reactants are: Br[C:2]1[CH:3]=[C:4]2[C:9](=[CH:10][CH:11]=1)[N:8]=[CH:7][CH:6]=[N:5]2.[CH:12]([O:14][CH2:15][CH2:16][CH2:17]C)=C.[C:19](=[O:22])([O-:21])[O-].[K+].[K+].[CH:48]1[CH:53]=[CH:52][C:51](P([C:48]2[CH:49]=[CH:50][CH:51]=[CH:52][CH:53]=2)CCCP([C:48]2[CH:53]=[CH:52][CH:51]=[CH:50][CH:49]=2)[C:48]2[CH:53]=[CH:52][CH:51]=[CH:50][CH:49]=2)=[CH:50][CH:49]=1.Cl.[CH3:55][N:56]([CH:58]=[O:59])[CH3:57]. (4) Given the product [F:21][C:22]1[CH:23]=[C:24]([N:37]2[CH2:41][C@H:40]([CH2:42][N:43]3[CH:47]=[CH:46][N:45]=[N:44]3)[O:39][C:38]2=[O:48])[CH:25]=[CH:26][C:27]=1[C:2]1[CH:7]=[N:6][C:5]([C:8]2[CH2:12][C@@H:11]([CH2:13][N:14]3[CH2:19][CH2:18][S:17](=[O:20])[CH2:16][CH2:15]3)[O:10][N:9]=2)=[CH:4][CH:3]=1, predict the reactants needed to synthesize it. The reactants are: Br[C:2]1[CH:3]=[CH:4][C:5]([C:8]2[CH2:12][C@@H:11]([CH2:13][N:14]3[CH2:19][CH2:18][S:17](=[O:20])[CH2:16][CH2:15]3)[O:10][N:9]=2)=[N:6][CH:7]=1.[F:21][C:22]1[CH:23]=[C:24]([N:37]2[CH2:41][C@H:40]([CH2:42][N:43]3[CH:47]=[CH:46][N:45]=[N:44]3)[O:39][C:38]2=[O:48])[CH:25]=[CH:26][C:27]=1B1OC(C)(C)C(C)(C)O1.C(=O)([O-])[O-].[K+].[K+]. (5) The reactants are: CN([C:14]1[N:23]=[C:22]([NH2:24])[C:21]2[C:16](=[CH:17][C:18]([O:27][CH3:28])=[C:19]([O:25][CH3:26])[CH:20]=2)[N:15]=1)CCCNC(C1OCCC1)=O.[NH2:29][C:30]1[C:39]2[C:34](=CC(OC)=C(OC)C=2)[N:33]=[C:32](Cl)N=1.CNCCC#N. Given the product [NH2:24][C:22]1[C:21]2[C:16](=[CH:17][C:18]([O:27][CH3:28])=[C:19]([O:25][CH3:26])[CH:20]=2)[N:15]=[C:14]([CH2:32][NH:33][CH2:34][CH2:39][C:30]#[N:29])[N:23]=1, predict the reactants needed to synthesize it. (6) Given the product [CH2:17]([N:16]([CH2:19][CH3:20])[C:14]([C:10]1[CH:9]=[C:8]([C:6]2[C:5]([CH3:21])=[CH:4][N:3]=[C:2]([NH:33][C:30]3[CH:31]=[CH:32][S:28][CH:29]=3)[N:7]=2)[CH:13]=[CH:12][N:11]=1)=[O:15])[CH3:18], predict the reactants needed to synthesize it. The reactants are: Cl[C:2]1[N:7]=[C:6]([C:8]2[CH:13]=[CH:12][N:11]=[C:10]([C:14]([N:16]([CH2:19][CH3:20])[CH2:17][CH3:18])=[O:15])[CH:9]=2)[C:5]([CH3:21])=[CH:4][N:3]=1.C(O)(=O)C(O)=O.[S:28]1[CH:32]=[CH:31][C:30]([NH2:33])=[CH:29]1.O.C1(C)C=CC(S(O)(=O)=O)=CC=1.O.